From a dataset of NCI-60 drug combinations with 297,098 pairs across 59 cell lines. Regression. Given two drug SMILES strings and cell line genomic features, predict the synergy score measuring deviation from expected non-interaction effect. (1) Drug 1: CC12CCC3C(C1CCC2=O)CC(=C)C4=CC(=O)C=CC34C. Drug 2: C1=C(C(=O)NC(=O)N1)N(CCCl)CCCl. Cell line: HCT-15. Synergy scores: CSS=59.8, Synergy_ZIP=-0.212, Synergy_Bliss=0.127, Synergy_Loewe=0.836, Synergy_HSA=1.29. (2) Drug 1: CCN(CC)CCCC(C)NC1=C2C=C(C=CC2=NC3=C1C=CC(=C3)Cl)OC. Drug 2: C1CNP(=O)(OC1)N(CCCl)CCCl. Cell line: NCI-H522. Synergy scores: CSS=0.643, Synergy_ZIP=-3.81, Synergy_Bliss=-0.289, Synergy_Loewe=-12.9, Synergy_HSA=-0.824. (3) Drug 1: CC1=C2C(C(=O)C3(C(CC4C(C3C(C(C2(C)C)(CC1OC(=O)C(C(C5=CC=CC=C5)NC(=O)OC(C)(C)C)O)O)OC(=O)C6=CC=CC=C6)(CO4)OC(=O)C)OC)C)OC. Drug 2: COC1=C2C(=CC3=C1OC=C3)C=CC(=O)O2. Cell line: SW-620. Synergy scores: CSS=12.6, Synergy_ZIP=-5.47, Synergy_Bliss=-14.6, Synergy_Loewe=-47.0, Synergy_HSA=-14.3. (4) Drug 1: CC1=C(C(CCC1)(C)C)C=CC(=CC=CC(=CC(=O)O)C)C. Drug 2: C1CC(C1)(C(=O)O)C(=O)O.[NH2-].[NH2-].[Pt+2]. Cell line: NCI/ADR-RES. Synergy scores: CSS=9.46, Synergy_ZIP=-1.86, Synergy_Bliss=-1.62, Synergy_Loewe=-1.57, Synergy_HSA=-1.52. (5) Drug 1: CNC(=O)C1=CC=CC=C1SC2=CC3=C(C=C2)C(=NN3)C=CC4=CC=CC=N4. Drug 2: CN(C)C1=NC(=NC(=N1)N(C)C)N(C)C. Cell line: ACHN. Synergy scores: CSS=0.777, Synergy_ZIP=1.63, Synergy_Bliss=2.44, Synergy_Loewe=-9.13, Synergy_HSA=-1.64. (6) Drug 1: CC12CCC(CC1=CCC3C2CCC4(C3CC=C4C5=CN=CC=C5)C)O. Drug 2: CNC(=O)C1=NC=CC(=C1)OC2=CC=C(C=C2)NC(=O)NC3=CC(=C(C=C3)Cl)C(F)(F)F. Cell line: NCI/ADR-RES. Synergy scores: CSS=31.0, Synergy_ZIP=-6.84, Synergy_Bliss=-3.19, Synergy_Loewe=-11.9, Synergy_HSA=-3.47. (7) Drug 1: CC1C(C(=O)NC(C(=O)N2CCCC2C(=O)N(CC(=O)N(C(C(=O)O1)C(C)C)C)C)C(C)C)NC(=O)C3=C4C(=C(C=C3)C)OC5=C(C(=O)C(=C(C5=N4)C(=O)NC6C(OC(=O)C(N(C(=O)CN(C(=O)C7CCCN7C(=O)C(NC6=O)C(C)C)C)C)C(C)C)C)N)C. Drug 2: CCC1(CC2CC(C3=C(CCN(C2)C1)C4=CC=CC=C4N3)(C5=C(C=C6C(=C5)C78CCN9C7C(C=CC9)(C(C(C8N6C=O)(C(=O)OC)O)OC(=O)C)CC)OC)C(=O)OC)O.OS(=O)(=O)O. Cell line: OVCAR3. Synergy scores: CSS=30.2, Synergy_ZIP=-0.742, Synergy_Bliss=-1.93, Synergy_Loewe=-5.81, Synergy_HSA=0.0301.